This data is from Catalyst prediction with 721,799 reactions and 888 catalyst types from USPTO. The task is: Predict which catalyst facilitates the given reaction. Reactant: [CH3:1][O:2][CH2:3][C:4]1[CH:5]=[CH:6][C:7]([C:12]([F:15])([F:14])[F:13])=[C:8]([CH:11]=1)[C:9]#[N:10].[H-].[Al+3].[Li+].[H-].[H-].[H-]. Product: [CH3:1][O:2][CH2:3][C:4]1[CH:5]=[CH:6][C:7]([C:12]([F:13])([F:14])[F:15])=[C:8]([CH2:9][NH2:10])[CH:11]=1. The catalyst class is: 1.